From a dataset of Reaction yield outcomes from USPTO patents with 853,638 reactions. Predict the reaction yield, written as a fraction of the theoretical maximum amount of product (1.0 means a 100% yield; for example, 0.34 means a 34% yield). The reactants are [BH4-].[Na+].[Cl:3][C:4]1[C:5]([O:29][C:30](=[O:34])[N:31]([CH3:33])[CH3:32])=[CH:6][C:7]2[O:12][C:11](=[O:13])[C:10]([CH2:14][C:15]3[CH:20]=[CH:19][CH:18]=[C:17]([N+:21]([O-:23])=[O:22])[CH:16]=3)=[C:9]([CH2:24][C:25](=[O:27])[CH3:26])[C:8]=2[CH:28]=1.O. The catalyst is C1COCC1. The product is [Cl:3][C:4]1[C:5]([O:29][C:30](=[O:34])[N:31]([CH3:33])[CH3:32])=[CH:6][C:7]2[O:12][C:11](=[O:13])[C:10]([CH2:14][C:15]3[CH:20]=[CH:19][CH:18]=[C:17]([N+:21]([O-:23])=[O:22])[CH:16]=3)=[C:9]([CH2:24][CH:25]([OH:27])[CH3:26])[C:8]=2[CH:28]=1. The yield is 0.930.